Dataset: Catalyst prediction with 721,799 reactions and 888 catalyst types from USPTO. Task: Predict which catalyst facilitates the given reaction. (1) Product: [C:1]([O:5][C:6]([N:8]1[CH2:9][CH:10]([C:12]2[CH:13]=[CH:14][CH:15]=[C:16]([C:18]([N:30]3[CH2:29][CH2:28][CH:27]([O:26][C:25]4[CH:33]=[CH:34][C:22]([F:21])=[CH:23][CH:24]=4)[CH2:32][CH2:31]3)=[O:20])[N:17]=2)[CH2:11]1)=[O:7])([CH3:2])([CH3:3])[CH3:4]. Reactant: [C:1]([O:5][C:6]([N:8]1[CH2:11][CH:10]([C:12]2[N:17]=[C:16]([C:18]([OH:20])=O)[CH:15]=[CH:14][CH:13]=2)[CH2:9]1)=[O:7])([CH3:4])([CH3:3])[CH3:2].[F:21][C:22]1[CH:34]=[CH:33][C:25]([O:26][CH:27]2[CH2:32][CH2:31][NH:30][CH2:29][CH2:28]2)=[CH:24][CH:23]=1.C(N(C(C)C)CC)(C)C.F[P-](F)(F)(F)(F)F.N1(OC(N(C)C)=[N+](C)C)C2N=CC=CC=2N=N1. The catalyst class is: 3. (2) Reactant: [S:1]1[C:5]2[CH:6]=[CH:7][CH:8]=[CH:9][C:4]=2[CH:3]=[C:2]1[C:10]([NH:12][NH:13][C:14](=[S:17])[NH:15][CH3:16])=O.[OH-].[Na+]. Product: [S:1]1[C:5]2[CH:6]=[CH:7][CH:8]=[CH:9][C:4]=2[CH:3]=[C:2]1[C:10]1[N:15]([CH3:16])[C:14]([SH:17])=[N:13][N:12]=1. The catalyst class is: 6. (3) Reactant: [OH:1][CH:2]1[CH2:7][C:6]([C:8]#[N:9])=[CH:5][CH2:4][CH2:3]1.[C:10](OC=C)(=[O:13])[CH2:11][CH3:12]. Product: [C:10]([O:1][CH:2]1[CH2:3][CH2:4][CH:5]=[C:6]([C:8]#[N:9])[CH2:7]1)(=[O:13])[CH2:11][CH3:12]. The catalyst class is: 237. (4) Reactant: [C:1]([O:4][C@@H:5]1[C@@H:10]([O:11][C:12](=[O:14])[CH3:13])[C@H:9]([O:15][C:16](=[O:18])[CH3:17])[C@@H:8]([O:19][CH3:20])[O:7][C@H:6]1[C:21]1[CH:26]=[CH:25][C:24]([Cl:27])=[C:23]([CH2:28][C:29]2[CH:34]=[CH:33][C:32]([O:35][CH2:36][CH:37]=O)=[CH:31][CH:30]=2)[CH:22]=1)(=[O:3])[CH3:2].N1C=CC=CC=1.C([O-])(=O)C.[Na+].Cl.[CH3:51][O:52][NH2:53]. Product: [C:1]([O:4][C@@H:5]1[C@@H:10]([O:11][C:12](=[O:14])[CH3:13])[C@H:9]([O:15][C:16](=[O:18])[CH3:17])[C@@H:8]([O:19][CH3:20])[O:7][C@H:6]1[C:21]1[CH:26]=[CH:25][C:24]([Cl:27])=[C:23]([CH2:28][C:29]2[CH:34]=[CH:33][C:32]([O:35][CH2:36][CH:37]=[N:53][O:52][CH3:51])=[CH:31][CH:30]=2)[CH:22]=1)(=[O:3])[CH3:2]. The catalyst class is: 8. (5) Reactant: [Cl:1]/[C:2](/[C:12]([F:15])([F:14])[F:13])=[CH:3]\[C@@H:4]1[C@H:6]([C:7](O)=[O:8])[C:5]1([CH3:11])[CH3:10].C(N(CC)CC)C.S(Cl)([Cl:25])=O.S(=O)=O.Cl. Product: [Cl:1]/[C:2](/[C:12]([F:15])([F:14])[F:13])=[CH:3]\[C@@H:4]1[C@H:6]([C:7]([Cl:25])=[O:8])[C:5]1([CH3:11])[CH3:10]. The catalyst class is: 11. (6) Reactant: Br[C:2]1[N:3]=[C:4]2[C:9]([NH:10][C@H:11]3[C@@H:15]([CH2:16][F:17])[CH2:14][N:13]([C:18]([O:20][C:21]([CH3:24])([CH3:23])[CH3:22])=[O:19])[CH2:12]3)=[C:8]([C:25](=[O:27])[NH2:26])[CH:7]=[N:6][N:5]2[CH:28]=1.[CH2:29]([N:31]1[CH:35]=[C:34](B2OC(C)(C)C(C)(C)O2)[CH:33]=[N:32]1)[CH3:30].[O-]P([O-])([O-])=O.[K+].[K+].[K+]. Product: [C:25]([C:8]1[CH:7]=[N:6][N:5]2[CH:28]=[C:2]([C:34]3[CH:33]=[N:32][N:31]([CH2:29][CH3:30])[CH:35]=3)[N:3]=[C:4]2[C:9]=1[NH:10][C@H:11]1[C@@H:15]([CH2:16][F:17])[CH2:14][N:13]([C:18]([O:20][C:21]([CH3:23])([CH3:24])[CH3:22])=[O:19])[CH2:12]1)(=[O:27])[NH2:26]. The catalyst class is: 368.